From a dataset of Full USPTO retrosynthesis dataset with 1.9M reactions from patents (1976-2016). Predict the reactants needed to synthesize the given product. (1) The reactants are: [OH-].[K+].Cl[CH2:4][C:5]#[N:6].[CH:7]1([NH:13][C:14]2[C:19]([C:20]3[CH2:24][C:23]4([CH2:29][CH2:28][C:27](=[O:30])[CH2:26][CH2:25]4)[O:22][N:21]=3)=[CH:18][N:17]=[C:16]3[N:31]([CH2:34][CH3:35])[N:32]=[CH:33][C:15]=23)[CH2:12][CH2:11][CH2:10][CH2:9][CH2:8]1.O. Given the product [CH:7]1([NH:13][C:14]2[C:19]([C:20]3[CH2:24][C:23]4([CH2:29][CH2:28][C:27]5([O:30][CH:4]5[C:5]#[N:6])[CH2:26][CH2:25]4)[O:22][N:21]=3)=[CH:18][N:17]=[C:16]3[N:31]([CH2:34][CH3:35])[N:32]=[CH:33][C:15]=23)[CH2:8][CH2:9][CH2:10][CH2:11][CH2:12]1, predict the reactants needed to synthesize it. (2) Given the product [CH3:3][O:4][C:5](=[O:19])[C:6]1[CH:7]=[CH:8][C:9]([C:12]2[CH:17]=[CH:16][C:15](=[O:18])[N:14]([CH2:24][CH2:23][N:22]([CH3:26])[CH3:21])[N:13]=2)=[CH:10][CH:11]=1, predict the reactants needed to synthesize it. The reactants are: [H-].[Na+].[CH3:3][O:4][C:5](=[O:19])[C:6]1[CH:11]=[CH:10][C:9]([C:12]2[CH:17]=[CH:16][C:15](=[O:18])[NH:14][N:13]=2)=[CH:8][CH:7]=1.Cl.[CH3:21][N:22]([CH3:26])[CH2:23][CH2:24]Cl.